From a dataset of Forward reaction prediction with 1.9M reactions from USPTO patents (1976-2016). Predict the product of the given reaction. The product is: [F:79][C:33]([F:32])([F:78])[C:34]1[CH:35]=[C:36]([C:44]([CH3:77])([CH3:76])[C:45]([N:47]([CH3:48])[C:49]2[C:54]([C:55]3[CH:60]=[CH:59][C:58]([F:61])=[CH:57][C:56]=3[CH3:62])=[CH:53][C:52]([NH:63][CH:64]([CH2:65][O:66][Si:67]([C:70]([CH3:72])([CH3:73])[CH3:71])([CH3:68])[CH3:69])[CH2:74][O:75][C:80](=[S:82])[CH3:81])=[N:51][CH:50]=2)=[O:46])[CH:37]=[C:38]([C:40]([F:42])([F:43])[F:41])[CH:39]=1. Given the reactants C1(P(C2C=CC=CC=2)C2C=CC=CC=2)C=CC=CC=1.N(C(OCC)=O)=NC(OCC)=O.[F:32][C:33]([F:79])([F:78])[C:34]1[CH:35]=[C:36]([C:44]([CH3:77])([CH3:76])[C:45]([N:47]([C:49]2[CH:50]=[N:51][C:52]([NH:63][CH:64]([CH2:74][OH:75])[CH2:65][O:66][Si:67]([C:70]([CH3:73])([CH3:72])[CH3:71])([CH3:69])[CH3:68])=[CH:53][C:54]=2[C:55]2[CH:60]=[CH:59][C:58]([F:61])=[CH:57][C:56]=2[CH3:62])[CH3:48])=[O:46])[CH:37]=[C:38]([C:40]([F:43])([F:42])[F:41])[CH:39]=1.[C:80](O)(=[S:82])[CH3:81], predict the reaction product.